From a dataset of Reaction yield outcomes from USPTO patents with 853,638 reactions. Predict the reaction yield, written as a fraction of the theoretical maximum amount of product (1.0 means a 100% yield; for example, 0.34 means a 34% yield). (1) The reactants are C([O:5][C:6](=[O:22])[CH2:7][C@@H:8]([CH2:19][CH2:20][CH3:21])[C:9]([O:11][CH2:12][C:13]1[CH:18]=[CH:17][CH:16]=[CH:15][CH:14]=1)=[O:10])(C)(C)C.FC(F)(F)C(O)=O. The catalyst is C(Cl)Cl. The product is [CH2:12]([O:11][C:9](=[O:10])[C@H:8]([CH2:19][CH2:20][CH3:21])[CH2:7][C:6]([OH:22])=[O:5])[C:13]1[CH:18]=[CH:17][CH:16]=[CH:15][CH:14]=1. The yield is 0.990. (2) The reactants are [CH2:1]([N:3]1[CH2:8][C:7]([CH3:10])([CH3:9])[O:6][C:5](=[O:11])[CH:4]1[CH2:12][C:13]([OH:15])=O)[CH3:2].C(N(C(C)C)CC)(C)C.CN(C(ON1[N:41]=[N:40][C:35]2[CH:36]=[CH:37]C=NC1=2)=[N+](C)C)C.F[P-](F)(F)(F)(F)F.N1C=CC=N1. The catalyst is CN(C=O)C. The product is [CH2:1]([N:3]1[CH2:8][C:7]([CH3:9])([CH3:10])[O:6][C:5](=[O:11])[CH:4]1[CH2:12][C:13](=[O:15])[N:41]1[CH:37]=[CH:36][CH:35]=[N:40]1)[CH3:2]. The yield is 0.780.